From a dataset of NCI-60 drug combinations with 297,098 pairs across 59 cell lines. Regression. Given two drug SMILES strings and cell line genomic features, predict the synergy score measuring deviation from expected non-interaction effect. (1) Drug 1: CC(CN1CC(=O)NC(=O)C1)N2CC(=O)NC(=O)C2. Drug 2: CC1CCCC2(C(O2)CC(NC(=O)CC(C(C(=O)C(C1O)C)(C)C)O)C(=CC3=CSC(=N3)C)C)C. Cell line: T-47D. Synergy scores: CSS=3.16, Synergy_ZIP=-2.09, Synergy_Bliss=-2.14, Synergy_Loewe=-1.73, Synergy_HSA=-1.59. (2) Drug 1: CC1=C(C=C(C=C1)NC(=O)C2=CC=C(C=C2)CN3CCN(CC3)C)NC4=NC=CC(=N4)C5=CN=CC=C5. Drug 2: CCC1(CC2CC(C3=C(CCN(C2)C1)C4=CC=CC=C4N3)(C5=C(C=C6C(=C5)C78CCN9C7C(C=CC9)(C(C(C8N6C)(C(=O)OC)O)OC(=O)C)CC)OC)C(=O)OC)O.OS(=O)(=O)O. Cell line: RXF 393. Synergy scores: CSS=12.9, Synergy_ZIP=-0.0593, Synergy_Bliss=3.81, Synergy_Loewe=4.84, Synergy_HSA=5.99. (3) Drug 1: CN(C)C1=NC(=NC(=N1)N(C)C)N(C)C. Drug 2: B(C(CC(C)C)NC(=O)C(CC1=CC=CC=C1)NC(=O)C2=NC=CN=C2)(O)O. Cell line: OVCAR3. Synergy scores: CSS=-3.99, Synergy_ZIP=-0.268, Synergy_Bliss=-4.89, Synergy_Loewe=-12.7, Synergy_HSA=-7.73. (4) Drug 1: CS(=O)(=O)C1=CC(=C(C=C1)C(=O)NC2=CC(=C(C=C2)Cl)C3=CC=CC=N3)Cl. Drug 2: CCCCC(=O)OCC(=O)C1(CC(C2=C(C1)C(=C3C(=C2O)C(=O)C4=C(C3=O)C=CC=C4OC)O)OC5CC(C(C(O5)C)O)NC(=O)C(F)(F)F)O. Cell line: UACC62. Synergy scores: CSS=6.64, Synergy_ZIP=-0.969, Synergy_Bliss=1.87, Synergy_Loewe=0.117, Synergy_HSA=1.23. (5) Drug 1: CC1=C(C=C(C=C1)NC2=NC=CC(=N2)N(C)C3=CC4=NN(C(=C4C=C3)C)C)S(=O)(=O)N.Cl. Cell line: NCI-H522. Drug 2: C1=NC2=C(N=C(N=C2N1C3C(C(C(O3)CO)O)F)Cl)N. Synergy scores: CSS=10.4, Synergy_ZIP=-11.2, Synergy_Bliss=-5.40, Synergy_Loewe=-26.0, Synergy_HSA=-5.29. (6) Drug 1: C1CC(=O)NC(=O)C1N2CC3=C(C2=O)C=CC=C3N. Drug 2: C1=C(C(=O)NC(=O)N1)F. Cell line: 786-0. Synergy scores: CSS=20.6, Synergy_ZIP=6.43, Synergy_Bliss=-1.13, Synergy_Loewe=-6.87, Synergy_HSA=1.38.